This data is from Retrosynthesis with 50K atom-mapped reactions and 10 reaction types from USPTO. The task is: Predict the reactants needed to synthesize the given product. (1) Given the product CCOCC1CCN(Cc2ccc(COc3cccc4c3CN(C3CCC(=O)NC3=O)C4=O)cc2)CC1, predict the reactants needed to synthesize it. The reactants are: CCOCC1CCN(Cc2ccc(COc3cccc4c3CN(C(CCC(=O)OC)C(N)=O)C4=O)cc2)CC1. (2) Given the product NCCSc1cncc(NC(N)=NCC(F)(F)F)n1, predict the reactants needed to synthesize it. The reactants are: NC(=NCC(F)(F)F)Nc1cncc(Cl)n1.NCCS.